Dataset: Full USPTO retrosynthesis dataset with 1.9M reactions from patents (1976-2016). Task: Predict the reactants needed to synthesize the given product. (1) Given the product [CH2:1]([O:3][C:4]([C:6]1[N:7]=[C:8]([C:11]2[CH:12]=[CH:13][C:14]([Cl:17])=[CH:15][CH:16]=2)[N:9]([CH2:25][C:26]2[CH:30]=[C:29]([C:31]3[S:32][C:33]([Cl:36])=[CH:34][CH:35]=3)[O:28][N:27]=2)[CH:10]=1)=[O:5])[CH3:2], predict the reactants needed to synthesize it. The reactants are: [CH2:1]([O:3][C:4]([C:6]1[NH:7][C:8]([C:11]2[CH:16]=[CH:15][C:14]([Cl:17])=[CH:13][CH:12]=2)=[N:9][CH:10]=1)=[O:5])[CH3:2].C(=O)([O-])[O-].[Cs+].[Cs+].Br[CH2:25][C:26]1[CH:30]=[C:29]([C:31]2[S:32][C:33]([Cl:36])=[CH:34][CH:35]=2)[O:28][N:27]=1. (2) Given the product [F:23][C:11]([F:10])([F:22])[C:12]1[N:17]=[CH:16][C:15]([S:18]([NH:1][C:2]2[CH:3]=[N:4][CH:5]=[C:6]([Cl:9])[C:7]=2[OH:8])(=[O:19])=[O:20])=[CH:14][CH:13]=1, predict the reactants needed to synthesize it. The reactants are: [NH2:1][C:2]1[CH:3]=[N:4][CH:5]=[C:6]([Cl:9])[C:7]=1[OH:8].[F:10][C:11]([F:23])([F:22])[C:12]1[N:17]=[CH:16][C:15]([S:18](Cl)(=[O:20])=[O:19])=[CH:14][CH:13]=1. (3) Given the product [CH3:23][C:24]1[C:28]2[CH:29]=[C:30]3[CH2:35][C:34](=[O:36])[NH:33][C:31]3=[CH:32][C:27]=2[O:26][N:25]=1, predict the reactants needed to synthesize it. The reactants are: C(O)(=O)/C=C\C(O)=O.C1(CN2CCC(C[CH2:23][C:24]3[C:28]4[CH:29]=[C:30]5[CH2:35][C:34](=[O:36])[NH:33][C:31]5=[CH:32][C:27]=4[O:26][N:25]=3)CC2)C=CC=CC=1.N1C=CC=CC=1.O. (4) Given the product [C:16]([O:20][C:21]([NH:1][C:2]1[O:3][C:4]2[C:5](=[C:7]([C:12]([O:14][CH3:15])=[O:13])[CH:8]=[C:9]([Cl:11])[CH:10]=2)[N:6]=1)=[O:22])([CH3:19])([CH3:18])[CH3:17], predict the reactants needed to synthesize it. The reactants are: [NH2:1][C:2]1[O:3][C:4]2[C:5](=[C:7]([C:12]([O:14][CH3:15])=[O:13])[CH:8]=[C:9]([Cl:11])[CH:10]=2)[N:6]=1.[C:16]([O:20][C:21](O[C:21]([O:20][C:16]([CH3:19])([CH3:18])[CH3:17])=[O:22])=[O:22])([CH3:19])([CH3:18])[CH3:17].